Dataset: Full USPTO retrosynthesis dataset with 1.9M reactions from patents (1976-2016). Task: Predict the reactants needed to synthesize the given product. Given the product [NH:2]1[CH:6]=[C:5]([CH2:7][C:8]([O:10][CH2:15][CH3:16])=[O:9])[N:4]=[CH:3]1, predict the reactants needed to synthesize it. The reactants are: Cl.[NH:2]1[CH:6]=[C:5]([CH2:7][C:8]([OH:10])=[O:9])[N:4]=[CH:3]1.S(Cl)(Cl)=O.[CH2:15](O)[CH3:16].